The task is: Predict the reactants needed to synthesize the given product.. This data is from Full USPTO retrosynthesis dataset with 1.9M reactions from patents (1976-2016). (1) Given the product [CH2:32]([N:24]([C:25]1[CH:30]=[CH:29][C:28]([Cl:31])=[CH:27][CH:26]=1)[CH2:23][C@@H:10]1[C@@H:11]([O:13][C:14]2[CH:19]=[CH:18][CH:17]=[C:16]([CH:20]([CH3:22])[CH3:21])[CH:15]=2)[CH2:12][NH:8][CH2:9]1)[C:33]1[CH:34]=[CH:35][CH:36]=[CH:37][CH:38]=1, predict the reactants needed to synthesize it. The reactants are: C(OC([N:8]1[CH2:12][C@H:11]([O:13][C:14]2[CH:19]=[CH:18][CH:17]=[C:16]([CH:20]([CH3:22])[CH3:21])[CH:15]=2)[C@H:10]([CH2:23][N:24]([CH2:32][C:33]2[CH:38]=[CH:37][CH:36]=[CH:35][CH:34]=2)[C:25]2[CH:30]=[CH:29][C:28]([Cl:31])=[CH:27][CH:26]=2)[CH2:9]1)=O)(C)(C)C. (2) Given the product [C:7]([O:6][C:5]([NH:4][CH2:3][C:2]([NH:1][CH2:15][C:16]([O:18][CH3:19])=[O:17])([CH3:13])[CH3:12])=[O:11])([CH3:8])([CH3:10])[CH3:9], predict the reactants needed to synthesize it. The reactants are: [NH2:1][C:2]([CH3:13])([CH3:12])[CH2:3][NH:4][C:5](=[O:11])[O:6][C:7]([CH3:10])([CH3:9])[CH3:8].Cl[CH2:15][C:16]([O:18][CH3:19])=[O:17].C(=O)([O-])[O-].[K+].[K+]. (3) The reactants are: [CH2:1]1[C:9]2[C:4](=[CH:5][CH:6]=[CH:7][CH:8]=2)[CH2:3][CH:2]1[C:10]([O:12][CH2:13][CH3:14])=[O:11].[Cl-].[Al+3].[Cl-].[Cl-].[C:19](Cl)(=[O:27])[CH2:20][CH2:21][CH2:22][CH2:23][CH2:24][CH2:25][CH3:26]. Given the product [C:19]([C:6]1[CH:5]=[C:4]2[C:9](=[CH:8][CH:7]=1)[CH2:1][CH:2]([C:10]([O:12][CH2:13][CH3:14])=[O:11])[CH2:3]2)(=[O:27])[CH2:20][CH2:21][CH2:22][CH2:23][CH2:24][CH2:25][CH3:26], predict the reactants needed to synthesize it. (4) Given the product [OH:4][CH2:3][C@@H:2]([NH:1][C:15](=[O:16])[O:17][CH2:18][C:19]1[CH:24]=[CH:23][CH:22]=[CH:21][CH:20]=1)[CH3:5], predict the reactants needed to synthesize it. The reactants are: [NH2:1][C@@H:2]([CH3:5])[CH2:3][OH:4].CCN(C(C)C)C(C)C.[C:15](Cl)([O:17][CH2:18][C:19]1[CH:24]=[CH:23][CH:22]=[CH:21][CH:20]=1)=[O:16]. (5) The reactants are: [F:1][C:2]([F:11])([F:10])[C:3]1[CH:9]=[CH:8][C:6]([NH2:7])=[CH:5][CH:4]=1.[N:12]([O-])=O.[Na+].C([O-])(=O)C.[Na+].[C:21]([CH2:24][C:25](=[O:27])[CH3:26])(=[O:23])[CH3:22]. Given the product [F:1][C:2]([F:10])([F:11])[C:3]1[CH:9]=[CH:8][C:6]([NH:7][N:12]=[C:24]([C:25](=[O:27])[CH3:26])[C:21](=[O:23])[CH3:22])=[CH:5][CH:4]=1, predict the reactants needed to synthesize it. (6) Given the product [CH2:1]([C:8]1[N:9]=[C:10]([C@@H:13]2[CH2:17][C@H:16]([C:18]3[CH:23]=[CH:22][CH:21]=[CH:20][CH:19]=3)[CH2:15][N:14]2[C:24]([O:26][C:27]([CH3:30])([CH3:29])[CH3:28])=[O:25])[O:11][CH:12]=1)[C:2]1[CH:7]=[CH:6][CH:5]=[CH:4][CH:3]=1, predict the reactants needed to synthesize it. The reactants are: [CH2:1]([CH:8]1[CH2:12][O:11][C:10]([C@@H:13]2[CH2:17][C@H:16]([C:18]3[CH:23]=[CH:22][CH:21]=[CH:20][CH:19]=3)[CH2:15][N:14]2[C:24]([O:26][C:27]([CH3:30])([CH3:29])[CH3:28])=[O:25])=[N:9]1)[C:2]1[CH:7]=[CH:6][CH:5]=[CH:4][CH:3]=1.C1CCN2C(=NCCC2)CC1.BrC(Cl)(Cl)Cl.